The task is: Predict which catalyst facilitates the given reaction.. This data is from Catalyst prediction with 721,799 reactions and 888 catalyst types from USPTO. (1) Reactant: [O:1]1[CH2:5][CH2:4][O:3][CH:2]1[C:6]1[S:7][C:8]([CH:11]=[O:12])=[CH:9][N:10]=1.[BH4-].[Na+].O. Product: [O:3]1[CH2:4][CH2:5][O:1][CH:2]1[C:6]1[S:7][C:8]([CH2:11][OH:12])=[CH:9][N:10]=1. The catalyst class is: 5. (2) Reactant: [CH2:1]1[CH:8]2[C:4]3([C:10]([NH:12][C:13]4[C:14]([C:19](O)=[O:20])=[N:15][CH:16]=[CH:17][CH:18]=4)=[O:11])[CH2:5][CH:6]([CH2:9][CH:2]1[CH2:3]3)[CH2:7]2.CN(C)CCCN=C=NCC.O.ON1C2C=CC=CC=2N=N1.C(N(CC)CC)C.Cl.[F:52][C:53]1([F:57])[CH2:56][NH:55][CH2:54]1. Product: [F:52][C:53]1([F:57])[CH2:56][N:55]([C:19]([C:14]2[C:13]([NH:12][C:10]([C:4]34[CH2:5][CH:6]5[CH2:9][CH:2]([CH2:1][CH:8]3[CH2:7]5)[CH2:3]4)=[O:11])=[CH:18][CH:17]=[CH:16][N:15]=2)=[O:20])[CH2:54]1. The catalyst class is: 42. (3) Reactant: [Cl:1][C:2]1[C:12]2[CH2:11][CH2:10][N:9]([C:13]([O:15][CH2:16][CH3:17])=[O:14])[CH2:8][CH2:7][C:6]=2[CH:5]=[CH:4][CH:3]=1.Cl.[N+:19]([O-:22])([OH:21])=[O:20]. Product: [Cl:1][C:2]1[C:12]2[CH2:11][CH2:10][N:9]([C:13]([O:15][CH2:16][CH3:17])=[O:14])[CH2:8][CH2:7][C:6]=2[CH:5]=[CH:4][C:3]=1[N+:19]([O-:21])=[O:20].[Cl:1][C:2]1[C:12]2[CH2:11][CH2:10][N:9]([C:13]([O:15][CH2:16][CH3:17])=[O:14])[CH2:8][CH2:7][C:6]=2[C:5]([N+:19]([O-:22])=[O:20])=[CH:4][CH:3]=1. The catalyst class is: 22. (4) Reactant: [CH3:1][C:2]1[C:10]2[C:5](=[CH:6][CH:7]=[C:8]([C:11]([F:14])([F:13])[F:12])[CH:9]=2)[N:4]([NH2:15])[CH:3]=1.[CH3:16][C:17]1[C:22]([C:23](O)=[O:24])=[CH:21][N:20]=[C:19]([C:26]2[CH:31]=[CH:30][CH:29]=[CH:28][N:27]=2)[N:18]=1.CN(C(ON1N=NC2C=CC=NC1=2)=[N+](C)C)C.F[P-](F)(F)(F)(F)F.CCN(C(C)C)C(C)C. Product: [CH3:1][C:2]1[C:10]2[C:5](=[CH:6][CH:7]=[C:8]([C:11]([F:14])([F:12])[F:13])[CH:9]=2)[N:4]([NH:15][C:23]([C:22]2[C:17]([CH3:16])=[N:18][C:19]([C:26]3[CH:31]=[CH:30][CH:29]=[CH:28][N:27]=3)=[N:20][CH:21]=2)=[O:24])[CH:3]=1. The catalyst class is: 3. (5) Reactant: Cl.[NH:2]1[CH2:7][CH2:6][CH:5]([NH:8][C:9](=[O:15])[O:10][C:11]([CH3:14])([CH3:13])[CH3:12])[CH2:4][CH2:3]1.ClC(Cl)(O[C:20](=[O:26])OC(Cl)(Cl)Cl)Cl.[NH:28]1[CH2:33][CH2:32][CH2:31][CH2:30][CH2:29]1.C(O)(=O)CC(CC(O)=O)(C(O)=O)O. Product: [N:28]1([C:20]([N:2]2[CH2:3][CH2:4][CH:5]([NH:8][C:9](=[O:15])[O:10][C:11]([CH3:12])([CH3:14])[CH3:13])[CH2:6][CH2:7]2)=[O:26])[CH2:33][CH2:32][CH2:31][CH2:30][CH2:29]1. The catalyst class is: 347. (6) Reactant: [OH:1][C:2]1[C:7]([C:8](=[O:12])[CH:9]([CH3:11])[CH3:10])=[CH:6][N:5]=[C:4]2[S:13][C:14]([C:17]3[CH:22]=[CH:21][CH:20]=[CH:19][CH:18]=3)=[C:15]([CH3:16])[C:3]=12.C(=O)([O-])[O-].[K+].[K+].CN(C)C=O.[F:34][C:35]1[CH:42]=[CH:41][CH:40]=[C:39]([F:43])[C:36]=1[CH2:37]Br. Product: [F:34][C:35]1[CH:42]=[CH:41][CH:40]=[C:39]([F:43])[C:36]=1[CH2:37][N:5]1[CH:6]=[C:7]([C:8](=[O:12])[CH:9]([CH3:11])[CH3:10])[C:2](=[O:1])[C:3]2[C:15]([CH3:16])=[C:14]([C:17]3[CH:22]=[CH:21][CH:20]=[CH:19][CH:18]=3)[S:13][C:4]1=2. The catalyst class is: 6. (7) Reactant: [F:1][CH:2]1[CH2:6][CH2:5][N:4]([C:7]2[C:12]([C:13]3[CH:14]=[CH:15][C:16]4[C:17]5[N:31](C6CCCCO6)[N:30]=[CH:29][C:18]=5[C:19](=[O:28])[N:20]([CH2:23][C:24]([F:27])([F:26])[F:25])[C:21]=4[CH:22]=3)=[CH:11][CH:10]=[CH:9][N:8]=2)[CH2:3]1.FC1CCN(C2C(C3C=CC4C5NN(C6CCCCO6)CC=5C(=O)N(CC(F)(F)F)C=4C=3)=CC=CN=2)C1.[ClH:75]. Product: [ClH:75].[F:1][CH:2]1[CH2:6][CH2:5][N:4]([C:7]2[C:12]([C:13]3[CH:14]=[CH:15][C:16]4[C:17]5[NH:31][N:30]=[CH:29][C:18]=5[C:19](=[O:28])[N:20]([CH2:23][C:24]([F:27])([F:26])[F:25])[C:21]=4[CH:22]=3)=[CH:11][CH:10]=[CH:9][N:8]=2)[CH2:3]1. The catalyst class is: 6.